Predict the reaction yield, written as a fraction of the theoretical maximum amount of product (1.0 means a 100% yield; for example, 0.34 means a 34% yield). From a dataset of Reaction yield outcomes from USPTO patents with 853,638 reactions. (1) The reactants are [Cl:1][C:2]1[CH:34]=[CH:33][C:5]([C:6]([N:8]2[CH2:13][CH2:12][N:11]([CH:14]3[CH2:18][N:17]([C:19]4[CH:24]=[CH:23][C:22]([Cl:25])=[CH:21][C:20]=4[N+:26]([O-])=O)[CH2:16][CH:15]3[O:29][C:30](=[O:32])[CH3:31])[CH2:10][CH2:9]2)=[O:7])=[CH:4][CH:3]=1.C([O-])=O.[NH4+]. The catalyst is C(O)C. The product is [NH2:26][C:20]1[CH:21]=[C:22]([Cl:25])[CH:23]=[CH:24][C:19]=1[N:17]1[CH2:18][CH:14]([N:11]2[CH2:10][CH2:9][N:8]([C:6](=[O:7])[C:5]3[CH:33]=[CH:34][C:2]([Cl:1])=[CH:3][CH:4]=3)[CH2:13][CH2:12]2)[CH:15]([O:29][C:30](=[O:32])[CH3:31])[CH2:16]1. The yield is 0.500. (2) The reactants are [NH:1]1[CH:5]=[CH:4][N:3]=[C:2]1[C:6]1[C:14]2[C:9](=[CH:10][CH:11]=[CH:12][CH:13]=2)[N:8]([S:15]([C:18]2[CH:23]=[CH:22][CH:21]=[CH:20][CH:19]=2)(=[O:17])=[O:16])[CH:7]=1.[H-].[Na+].[C:26]1([S:32](Cl)(=[O:34])=[O:33])[CH:31]=[CH:30][CH:29]=[CH:28][CH:27]=1. The catalyst is C1COCC1. The product is [C:18]1([S:15]([N:8]2[C:9]3[C:14](=[CH:13][CH:12]=[CH:11][CH:10]=3)[C:6]([C:2]3[N:3]([S:32]([C:26]4[CH:31]=[CH:30][CH:29]=[CH:28][CH:27]=4)(=[O:34])=[O:33])[CH:4]=[CH:5][N:1]=3)=[CH:7]2)(=[O:17])=[O:16])[CH:23]=[CH:22][CH:21]=[CH:20][CH:19]=1. The yield is 0.400. (3) The reactants are [Cl:1][C:2]1[CH:7]=[C:6]([Cl:8])[CH:5]=[CH:4][C:3]=1[C:9]1[C:10]([C:22]#[N:23])=[C:11]([N:16]2[CH2:21][CH2:20][O:19][CH2:18][CH2:17]2)[S:12][C:13]=1[CH:14]=O.C(O)(C)(C)C.[NH2:29][CH2:30][CH:31]([NH2:33])[CH3:32].II.C(=O)([O-])[O-].[K+].[K+]. No catalyst specified. The product is [Cl:1][C:2]1[CH:7]=[C:6]([Cl:8])[CH:5]=[CH:4][C:3]=1[C:9]1[C:10]([C:22]#[N:23])=[C:11]([N:16]2[CH2:21][CH2:20][O:19][CH2:18][CH2:17]2)[S:12][C:13]=1[C:14]1[NH:29][CH2:30][CH:31]([CH3:32])[N:33]=1. The yield is 0.320. (4) The reactants are [Cl:1][CH2:2][CH2:3][CH2:4][O:5][C:6]1[CH:7]=[C:8]([C:17]2[S:25][C:24]3[C:19](=[N:20][CH:21]=[CH:22][C:23]=3[O:26][C:27]3[CH:32]=[CH:31][C:30]([N+:33]([O-])=O)=[CH:29][C:28]=3[F:36])[CH:18]=2)[CH:9]=[CH:10][C:11]=1[O:12][CH2:13][CH2:14][CH2:15][Cl:16].[NH4+].[Cl-]. The catalyst is CO.O.C(OCC)(=O)C.[Fe]. The product is [Cl:1][CH2:2][CH2:3][CH2:4][O:5][C:6]1[CH:7]=[C:8]([C:17]2[S:25][C:24]3[C:19](=[N:20][CH:21]=[CH:22][C:23]=3[O:26][C:27]3[CH:32]=[CH:31][C:30]([NH2:33])=[CH:29][C:28]=3[F:36])[CH:18]=2)[CH:9]=[CH:10][C:11]=1[O:12][CH2:13][CH2:14][CH2:15][Cl:16]. The yield is 0.830. (5) The reactants are [Br-].[Br:2][C:3]1[CH:28]=[CH:27][C:6]([CH2:7][P+](C2C=CC=CC=2)(C2C=CC=CC=2)C2C=CC=CC=2)=[CH:5][CH:4]=1.[Br:29][C:30]1[CH:37]=[CH:36][C:33]([CH:34]=O)=[CH:32][CH:31]=1.CC(C)([O-])C.[K+]. The catalyst is C1COCC1. The product is [Br:29][C:30]1[CH:37]=[CH:36][C:33](/[CH:34]=[CH:7]/[C:6]2[CH:5]=[CH:4][C:3]([Br:2])=[CH:28][CH:27]=2)=[CH:32][CH:31]=1. The yield is 0.420. (6) The reactants are [CH3:1][O:2][C:3](=[O:47])[CH2:4][O:5][C:6]1[CH:11]=[CH:10][C:9]([CH2:12][NH:13]C(OC(C)(C)C)=O)=[CH:8][C:7]=1[CH:21]1[CH2:26][CH2:25][N:24]([C:27]([C:29]2[C:37]3[C:32](=[C:33]([O:38][C:39]([F:42])([F:41])[F:40])[CH:34]=[CH:35][CH:36]=3)[N:31]([CH2:43][CH2:44][O:45][CH3:46])[CH:30]=2)=[O:28])[CH2:23][CH2:22]1.[ClH:48]. The catalyst is O1CCOCC1. The product is [ClH:48].[CH3:1][O:2][C:3](=[O:47])[CH2:4][O:5][C:6]1[CH:11]=[CH:10][C:9]([CH2:12][NH2:13])=[CH:8][C:7]=1[CH:21]1[CH2:22][CH2:23][N:24]([C:27]([C:29]2[C:37]3[C:32](=[C:33]([O:38][C:39]([F:42])([F:40])[F:41])[CH:34]=[CH:35][CH:36]=3)[N:31]([CH2:43][CH2:44][O:45][CH3:46])[CH:30]=2)=[O:28])[CH2:25][CH2:26]1. The yield is 0.900. (7) The reactants are C[O:2][C:3](=[O:14])[CH2:4][C:5]1[CH:10]=[CH:9][C:8]([CH:11]2[CH2:13][CH2:12]2)=[CH:7][CH:6]=1.CO.[OH-].[Na+]. The catalyst is C1COCC1. The product is [CH:11]1([C:8]2[CH:9]=[CH:10][C:5]([CH2:4][C:3]([OH:14])=[O:2])=[CH:6][CH:7]=2)[CH2:12][CH2:13]1. The yield is 0.600.